Dataset: Forward reaction prediction with 1.9M reactions from USPTO patents (1976-2016). Task: Predict the product of the given reaction. (1) Given the reactants [C:1](=O)([O-])[O-].[K+].[K+].[CH3:7][O:8][C:9]1[CH:14]=[CH:13][C:12]([C:15]23[N:32]([C:33]([C:35]4[C:36]([CH3:40])=[N:37][O:38][CH:39]=4)=[O:34])[CH2:31][CH2:30][N:16]2[C:17](=[O:29])[C:18]2[N:19]([CH:21]=[C:22]([C:24]4[NH:28][N:27]=[N:26][N:25]=4)[CH:23]=2)[CH2:20]3)=[CH:11][CH:10]=1.CI, predict the reaction product. The product is: [CH3:7][O:8][C:9]1[CH:10]=[CH:11][C:12]([C:15]23[N:32]([C:33]([C:35]4[C:36]([CH3:40])=[N:37][O:38][CH:39]=4)=[O:34])[CH2:31][CH2:30][N:16]2[C:17](=[O:29])[C:18]2[N:19]([CH:21]=[C:22]([C:24]4[N:25]([CH3:1])[N:26]=[N:27][N:28]=4)[CH:23]=2)[CH2:20]3)=[CH:13][CH:14]=1.[CH3:7][O:8][C:9]1[CH:10]=[CH:11][C:12]([C:15]23[N:32]([C:33]([C:35]4[C:36]([CH3:40])=[N:37][O:38][CH:39]=4)=[O:34])[CH2:31][CH2:30][N:16]2[C:17](=[O:29])[C:18]2[N:19]([CH:21]=[C:22]([C:24]4[N:25]=[N:26][N:27]([CH3:1])[N:28]=4)[CH:23]=2)[CH2:20]3)=[CH:13][CH:14]=1. (2) The product is: [C:21]([C:2]1[C:10]2[C:5](=[CH:6][N:7]=[C:8]([CH3:11])[CH:9]=2)[N:4]([CH2:12][C:13]([O:15][C:16]([CH3:19])([CH3:18])[CH3:17])=[O:14])[N:3]=1)#[N:22]. Given the reactants I[C:2]1[C:10]2[C:5](=[CH:6][N:7]=[C:8]([CH3:11])[CH:9]=2)[N:4]([CH2:12][C:13]([O:15][C:16]([CH3:19])([CH3:18])[CH3:17])=[O:14])[N:3]=1.O.[CH3:21][N:22](C=O)C, predict the reaction product. (3) Given the reactants [Cl:1][C:2]1[CH:23]=[CH:22][C:5]([C:6]([N:8]([C@@H:10]2[C@@H:14]([C:15]3[CH:20]=[CH:19][C:18]([Cl:21])=[CH:17][CH:16]=3)[CH2:13][NH:12][CH2:11]2)[CH3:9])=[O:7])=[CH:4][C:3]=1[C:24]([F:27])([F:26])[F:25].[C:28]([O:32][C:33]([N:35]1[CH2:40][CH2:39][CH:38]([C:41](O)=[O:42])[CH2:37][CH2:36]1)=[O:34])([CH3:31])([CH3:30])[CH3:29], predict the reaction product. The product is: [C:28]([O:32][C:33]([N:35]1[CH2:40][CH2:39][CH:38]([C:41]([N:12]2[CH2:11][CH:10]([N:8]([C:6](=[O:7])[C:5]3[CH:22]=[CH:23][C:2]([Cl:1])=[C:3]([C:24]([F:27])([F:26])[F:25])[CH:4]=3)[CH3:9])[CH:14]([C:15]3[CH:20]=[CH:19][C:18]([Cl:21])=[CH:17][CH:16]=3)[CH2:13]2)=[O:42])[CH2:37][CH2:36]1)=[O:34])([CH3:31])([CH3:30])[CH3:29]. (4) Given the reactants [Cl:1][C:2]1[CH:7]=[CH:6][C:5]([S:8]([NH:11][C@@H:12]2[CH2:17][CH2:16][CH2:15][CH2:14][C@H:13]2[CH2:18][OH:19])(=[O:10])=[O:9])=[CH:4][CH:3]=1.C(=O)([O-])[O-].[Cs+].[Cs+].Br[CH2:27][C:28]1[C:35]([F:36])=[CH:34][C:31]([C:32]#[N:33])=[C:30]([F:37])[CH:29]=1.O1C=NC(C2C=CC(CN([C@@H]3CCCC[C@H]3CO)S(C3C=CC(Cl)=CC=3)(=O)=O)=CC=2)=N1, predict the reaction product. The product is: [Cl:1][C:2]1[CH:7]=[CH:6][C:5]([S:8]([N:11]([CH2:27][C:28]2[CH:29]=[C:30]([F:37])[C:31]([C:32]#[N:33])=[CH:34][C:35]=2[F:36])[C@@H:12]2[CH2:17][CH2:16][CH2:15][CH2:14][C@H:13]2[CH2:18][OH:19])(=[O:9])=[O:10])=[CH:4][CH:3]=1. (5) Given the reactants [N:1]1[CH:6]=[CH:5][CH:4]=[CH:3][C:2]=1[C:7]1[N:12]=[C:11]2[CH:13]=[CH:14][S:15][C:10]2=[C:9](O)[CH:8]=1.O=P(Cl)(Cl)[Cl:19], predict the reaction product. The product is: [Cl:19][C:9]1[CH:8]=[C:7]([C:2]2[CH:3]=[CH:4][CH:5]=[CH:6][N:1]=2)[N:12]=[C:11]2[CH:13]=[CH:14][S:15][C:10]=12. (6) Given the reactants [NH:1]1[C:5]2=[N:6][CH:7]=[CH:8][CH:9]=[C:4]2[C:3]([CH:10]=[C:11]2[O:15][C:14]([NH:16][C:17]3[CH:22]=[CH:21][C:20]([O:23][CH2:24][CH2:25][N:26]([CH3:28])[CH3:27])=[CH:19][C:18]=3[CH3:29])=[C:13]([C:30]([O:32]CC)=[O:31])[C:12]2=[O:35])=[CH:2]1.[CH:36]1([CH2:39][OH:40])[CH2:38][CH2:37]1, predict the reaction product. The product is: [CH:30]([OH:32])=[O:31].[NH:1]1[C:5]2=[N:6][CH:7]=[CH:8][CH:9]=[C:4]2[C:3]([CH:10]=[C:11]2[O:15][C:14]([NH:16][C:17]3[CH:22]=[CH:21][C:20]([O:23][CH2:24][CH2:25][N:26]([CH3:28])[CH3:27])=[CH:19][C:18]=3[CH3:29])=[C:13]([C:30]([O:40][CH2:39][CH:36]3[CH2:38][CH2:37]3)=[O:31])[C:12]2=[O:35])=[CH:2]1. (7) Given the reactants [Cl:1][C:2]1[C:3](=[O:29])[N:4]([CH2:17][CH2:18][C:19]2[CH:28]=[CH:27][C:22]([C:23]([O:25][CH3:26])=[O:24])=[CH:21][CH:20]=2)[C:5]([CH3:16])=[CH:6][C:7]=1OS(C(F)(F)F)(=O)=O.C(N(CC)CC)C.C1(P(C2C=CC=CC=2)C2C=CC=CC=2)C=CC=CC=1.Cl, predict the reaction product. The product is: [Cl:1][C:2]1[C:3](=[O:29])[N:4]([CH2:17][CH2:18][C:19]2[CH:28]=[CH:27][C:22]([C:23]([O:25][CH3:26])=[O:24])=[CH:21][CH:20]=2)[C:5]([CH3:16])=[CH:6][CH:7]=1.